The task is: Regression. Given two drug SMILES strings and cell line genomic features, predict the synergy score measuring deviation from expected non-interaction effect.. This data is from NCI-60 drug combinations with 297,098 pairs across 59 cell lines. (1) Drug 1: COC1=NC(=NC2=C1N=CN2C3C(C(C(O3)CO)O)O)N. Drug 2: CCC1(CC2CC(C3=C(CCN(C2)C1)C4=CC=CC=C4N3)(C5=C(C=C6C(=C5)C78CCN9C7C(C=CC9)(C(C(C8N6C)(C(=O)OC)O)OC(=O)C)CC)OC)C(=O)OC)O.OS(=O)(=O)O. Cell line: KM12. Synergy scores: CSS=40.4, Synergy_ZIP=-0.345, Synergy_Bliss=-1.61, Synergy_Loewe=-3.58, Synergy_HSA=-3.48. (2) Cell line: SF-295. Synergy scores: CSS=16.9, Synergy_ZIP=-2.26, Synergy_Bliss=1.31, Synergy_Loewe=-11.1, Synergy_HSA=-4.02. Drug 2: CCN(CC)CCCC(C)NC1=C2C=C(C=CC2=NC3=C1C=CC(=C3)Cl)OC. Drug 1: CN(CCCl)CCCl.Cl. (3) Drug 1: CN(C)N=NC1=C(NC=N1)C(=O)N. Drug 2: C1=CC=C(C(=C1)C(C2=CC=C(C=C2)Cl)C(Cl)Cl)Cl. Cell line: KM12. Synergy scores: CSS=15.3, Synergy_ZIP=-3.68, Synergy_Bliss=0.148, Synergy_Loewe=-0.0182, Synergy_HSA=2.01. (4) Drug 1: CS(=O)(=O)CCNCC1=CC=C(O1)C2=CC3=C(C=C2)N=CN=C3NC4=CC(=C(C=C4)OCC5=CC(=CC=C5)F)Cl. Drug 2: CN(CC1=CN=C2C(=N1)C(=NC(=N2)N)N)C3=CC=C(C=C3)C(=O)NC(CCC(=O)O)C(=O)O. Cell line: HT29. Synergy scores: CSS=20.3, Synergy_ZIP=-0.152, Synergy_Bliss=0.213, Synergy_Loewe=-36.1, Synergy_HSA=-4.87. (5) Drug 1: CN(C)C1=NC(=NC(=N1)N(C)C)N(C)C. Drug 2: C1C(C(OC1N2C=NC(=NC2=O)N)CO)O. Cell line: LOX IMVI. Synergy scores: CSS=2.83, Synergy_ZIP=-5.49, Synergy_Bliss=-10.6, Synergy_Loewe=-19.4, Synergy_HSA=-7.36. (6) Synergy scores: CSS=32.3, Synergy_ZIP=-3.89, Synergy_Bliss=-5.37, Synergy_Loewe=-26.2, Synergy_HSA=-5.53. Drug 2: CCCCCOC(=O)NC1=NC(=O)N(C=C1F)C2C(C(C(O2)C)O)O. Drug 1: C1=NC2=C(N1)C(=S)N=C(N2)N. Cell line: HCT-15. (7) Drug 1: COC1=C(C=C2C(=C1)N=CN=C2NC3=CC(=C(C=C3)F)Cl)OCCCN4CCOCC4. Drug 2: CCC1(C2=C(COC1=O)C(=O)N3CC4=CC5=C(C=CC(=C5CN(C)C)O)N=C4C3=C2)O.Cl. Cell line: A549. Synergy scores: CSS=40.6, Synergy_ZIP=1.01, Synergy_Bliss=5.50, Synergy_Loewe=8.50, Synergy_HSA=8.88.